Dataset: Forward reaction prediction with 1.9M reactions from USPTO patents (1976-2016). Task: Predict the product of the given reaction. (1) The product is: [CH2:1]([N:4]([CH2:23][C:24](=[O:45])[CH:25]=[P:26]([C:33]1[CH:38]=[CH:37][CH:36]=[CH:35][CH:34]=1)([C:27]1[CH:28]=[CH:29][CH:30]=[CH:31][CH:32]=1)[C:39]1[CH:44]=[CH:43][CH:42]=[CH:41][CH:40]=1)[C:5](=[O:11])[O:6][C:7]([CH3:10])([CH3:9])[CH3:8])[CH:2]=[CH2:3]. Given the reactants [CH2:1]([NH:4][C:5](=[O:11])[O:6][C:7]([CH3:10])([CH3:9])[CH3:8])[CH:2]=[CH2:3].O1CCCC1.C([Li])CCC.Cl[CH2:23][C:24](=[O:45])[CH:25]=[P:26]([C:39]1[CH:44]=[CH:43][CH:42]=[CH:41][CH:40]=1)([C:33]1[CH:38]=[CH:37][CH:36]=[CH:35][CH:34]=1)[C:27]1[CH:32]=[CH:31][CH:30]=[CH:29][CH:28]=1, predict the reaction product. (2) Given the reactants [C:1]([O:5][C:6]([NH:8][C@@H:9]([CH2:14]I)[C:10]([O:12][CH3:13])=[O:11])=[O:7])([CH3:4])([CH3:3])[CH3:2].FC(F)(F)S(O[C:22]1[CH2:26][CH2:25][CH2:24][CH:23]=1)(=O)=O, predict the reaction product. The product is: [C:1]([O:5][C:6]([NH:8][C@@H:9]([CH2:14][C:22]1[CH2:26][CH2:25][CH2:24][CH:23]=1)[C:10]([O:12][CH3:13])=[O:11])=[O:7])([CH3:4])([CH3:3])[CH3:2].